Dataset: Forward reaction prediction with 1.9M reactions from USPTO patents (1976-2016). Task: Predict the product of the given reaction. (1) Given the reactants [OH:1][CH2:2][C@@H:3]1[C@@H:8]([NH:9][C:10](=[O:16])[O:11][C:12]([CH3:15])([CH3:14])[CH3:13])[CH2:7][CH2:6][O:5][CH2:4]1.[Cl:17][C:18]1[CH:19]=[N:20][N:21]([C:23]2[C:28]([F:29])=[CH:27][C:26](O)=[C:25]([F:31])[CH:24]=2)[CH:22]=1.C1CCN(C(N=NC(N2CCCCC2)=O)=O)CC1.C(P(CCCC)CCCC)CCC, predict the reaction product. The product is: [Cl:17][C:18]1[CH:19]=[N:20][N:21]([C:23]2[C:28]([F:29])=[CH:27][C:26]([O:1][CH2:2][C@@H:3]3[C@@H:8]([NH:9][C:10](=[O:16])[O:11][C:12]([CH3:13])([CH3:15])[CH3:14])[CH2:7][CH2:6][O:5][CH2:4]3)=[C:25]([F:31])[CH:24]=2)[CH:22]=1. (2) Given the reactants C(O)=O.[OH:4][C:5]1[C:14]2[C:9](=[CH:10][CH:11]=[CH:12][CH:13]=2)[O:8][C:7](=[O:15])[CH:6]=1.[CH:16]([C:18]1[CH:35]=[CH:34][C:21]([C:22]([O:24][CH:25]([C:27]([F:33])([F:32])[C:28]([F:31])([F:30])[F:29])[CH3:26])=[O:23])=[CH:20][CH:19]=1)=O.C(N(CC)CC)C, predict the reaction product. The product is: [OH:4][C:5]1[C:14]2[C:9](=[CH:10][CH:11]=[CH:12][CH:13]=2)[O:8][C:7](=[O:15])[C:6]=1[CH2:16][C:18]1[CH:19]=[CH:20][C:21]([C:22]([O:24][CH:25]([C:27]([F:32])([F:33])[C:28]([F:30])([F:31])[F:29])[CH3:26])=[O:23])=[CH:34][CH:35]=1. (3) Given the reactants [C:1]([CH:3]1[CH2:8][CH2:7][N:6]([C:9]([O:11][C:12]([CH3:15])([CH3:14])[CH3:13])=[O:10])[CH2:5][CH2:4]1)#[CH:2].[Li][CH2:17][CH2:18][CH2:19][CH3:20].B(F)(F)F.[NH4+].[Cl-].[OH2:27], predict the reaction product. The product is: [CH2:17]([O:27][CH2:13][C@H:12]([OH:11])[CH2:14][C:2]#[C:1][CH:3]1[CH2:4][CH2:5][N:6]([C:9]([O:11][C:12]([CH3:15])([CH3:14])[CH3:13])=[O:10])[CH2:7][CH2:8]1)[C:18]1[CH:3]=[CH:1][CH:2]=[CH:20][CH:19]=1. (4) Given the reactants [F:1][C:2]([F:38])([F:37])[C:3]1[CH:8]=[CH:7][C:6]([N:9]2[C:17](=[O:18])[C:16]3[C:11](=[CH:12][C:13]([C:19]4[C:24]([C:25]([F:28])([F:27])[F:26])=[CH:23][CH:22]=[CH:21][N:20]=4)=[CH:14][CH:15]=3)[N:10]2COCC[Si](C)(C)C)=[CH:5][CH:4]=1.Cl, predict the reaction product. The product is: [F:38][C:2]([F:1])([F:37])[C:3]1[CH:8]=[CH:7][C:6]([N:9]2[C:17](=[O:18])[C:16]3[C:11](=[CH:12][C:13]([C:19]4[C:24]([C:25]([F:26])([F:27])[F:28])=[CH:23][CH:22]=[CH:21][N:20]=4)=[CH:14][CH:15]=3)[NH:10]2)=[CH:5][CH:4]=1. (5) Given the reactants [CH2:1]([N:8]1[C:12]2[CH:13]=[C:14]([F:18])[C:15]([F:17])=[CH:16][C:11]=2[N:10]=[C:9]1[C:19]1[C:20]([OH:25])=[N:21][CH:22]=[CH:23][CH:24]=1)[C:2]1[CH:7]=[CH:6][CH:5]=[CH:4][CH:3]=1.[CH3:26][O:27][C:28](=[O:39])[CH2:29][O:30][C:31]1[CH:36]=[CH:35][C:34]([CH2:37]Br)=[CH:33][CH:32]=1, predict the reaction product. The product is: [CH3:26][O:27][C:28](=[O:39])[CH2:29][O:30][C:31]1[CH:36]=[CH:35][C:34]([CH2:37][O:25][C:20]2[C:19]([C:9]3[N:8]([CH2:1][C:2]4[CH:7]=[CH:6][CH:5]=[CH:4][CH:3]=4)[C:12]4[CH:13]=[C:14]([F:18])[C:15]([F:17])=[CH:16][C:11]=4[N:10]=3)=[CH:24][CH:23]=[CH:22][N:21]=2)=[CH:33][CH:32]=1.